Dataset: Peptide-MHC class II binding affinity with 134,281 pairs from IEDB. Task: Regression. Given a peptide amino acid sequence and an MHC pseudo amino acid sequence, predict their binding affinity value. This is MHC class II binding data. (1) The peptide sequence is IELQIVDKIDAAFKI. The MHC is DRB1_1302 with pseudo-sequence DRB1_1302. The binding affinity (normalized) is 0.602. (2) The peptide sequence is TVFGSAFQGLFGGLNKK. The MHC is DRB1_0801 with pseudo-sequence DRB1_0801. The binding affinity (normalized) is 0.640.